Dataset: Forward reaction prediction with 1.9M reactions from USPTO patents (1976-2016). Task: Predict the product of the given reaction. (1) Given the reactants [C:1]([O:5][C:6]([N:8]1[CH2:12][CH2:11][CH2:10][C@H:9]1[C@H:13]([S:19][CH3:20])[C@H:14]([C:16]([OH:18])=O)[CH3:15])=[O:7])([CH3:4])([CH3:3])[CH3:2].Br.[OH:22][C:23]1[CH:24]=[C:25]([CH:29]=[CH:30][CH:31]=1)[CH2:26][CH2:27][NH2:28].F[P-](F)(F)(F)(F)F.N1(O[P+](N(C)C)(N(C)C)N(C)C)C2C=CC=CC=2N=N1.C1C=CC2N(O)N=NC=2C=1.C(N(C(C)C)CC)(C)C, predict the reaction product. The product is: [C:1]([O:5][C:6]([N:8]1[CH2:12][CH2:11][CH2:10][C@H:9]1[C@H:13]([S:19][CH3:20])[C@H:14]([C:16](=[O:18])[NH:28][CH2:27][CH2:26][C:25]1[CH:29]=[CH:30][CH:31]=[C:23]([OH:22])[CH:24]=1)[CH3:15])=[O:7])([CH3:2])([CH3:3])[CH3:4]. (2) Given the reactants C(N(CC)CC)C.[N+:8]([C:11]1[C:19]2[N:18]=[CH:17][NH:16][C:15]=2[CH:14]=[CH:13][CH:12]=1)([O-:10])=[O:9].[CH3:20][C:21]([O:24][C:25](O[C:25]([O:24][C:21]([CH3:23])([CH3:22])[CH3:20])=[O:26])=[O:26])([CH3:23])[CH3:22], predict the reaction product. The product is: [N+:8]([C:11]1[C:19]2[N:18]=[CH:17][N:16]([C:25]([O:24][C:21]([CH3:23])([CH3:22])[CH3:20])=[O:26])[C:15]=2[CH:14]=[CH:13][CH:12]=1)([O-:10])=[O:9]. (3) Given the reactants [NH:1]1[CH2:11][CH2:10][CH2:9][CH:3]([C:4]([O:6][CH2:7][CH3:8])=[O:5])[CH2:2]1.Br[C:13]1[CH:14]=[C:15]([C:19]2[N:23]([CH3:24])[C:22]3[CH:25]=[CH:26][CH:27]=[CH:28][C:21]=3[N:20]=2)[CH:16]=[CH:17][CH:18]=1.C1(P(C2C=CC=CC=2)C2C=CC3C(=CC=CC=3)C=2C2C3C(=CC=CC=3)C=CC=2P(C2C=CC=CC=2)C2C=CC=CC=2)C=CC=CC=1.C(=O)([O-])[O-].[Cs+].[Cs+], predict the reaction product. The product is: [CH2:7]([O:6][C:4]([CH:3]1[CH2:9][CH2:10][CH2:11][N:1]([C:13]2[CH:18]=[CH:17][CH:16]=[C:15]([C:19]3[N:23]([CH3:24])[C:22]4[CH:25]=[CH:26][CH:27]=[CH:28][C:21]=4[N:20]=3)[CH:14]=2)[CH2:2]1)=[O:5])[CH3:8]. (4) Given the reactants [CH:1]([C:3]1[CH2:4][C@H:5]2[C:14]3[C:9](=[CH:10][C:11]([C:16]([CH3:21])([CH3:20])[C:17]([OH:19])=[O:18])=[CH:12][C:13]=3[OH:15])[O:8][C:7]([CH3:23])([CH3:22])[C@@H:6]2[CH2:24][CH:25]=1)=[O:2].[BH4-].[Na+], predict the reaction product. The product is: [OH:15][C:13]1[CH:12]=[C:11]([C:16]([CH3:20])([CH3:21])[C:17]([OH:19])=[O:18])[CH:10]=[C:9]2[C:14]=1[C@@H:5]1[CH2:4][C:3]([CH2:1][OH:2])=[CH:25][CH2:24][C@H:6]1[C:7]([CH3:23])([CH3:22])[O:8]2. (5) The product is: [Cl:24][C:14]1[C:15]([F:23])=[CH:16][CH:17]=[C:18]([O:19][CH:20]([F:21])[F:22])[C:13]=1[C@H:11]([C:10]1[C:4]2[C:5](=[N:6][CH:7]=[C:2]([C:43]3[CH:42]=[N:41][N:40]([CH:33]4[CH2:34][C:35](=[O:36])[CH2:32]4)[C:44]=3[CH3:45])[CH:3]=2)[NH:8][CH:9]=1)[CH3:12]. Given the reactants Br[C:2]1[CH:3]=[C:4]2[C:10]([C@@H:11]([C:13]3[C:18]([O:19][CH:20]([F:22])[F:21])=[CH:17][CH:16]=[C:15]([F:23])[C:14]=3[Cl:24])[CH3:12])=[CH:9][N:8](C(OC(C)(C)C)=O)[C:5]2=[N:6][CH:7]=1.[CH2:32]1[C:35]2(OCC[O:36]2)[CH2:34][CH:33]1[N:40]1[C:44]([CH3:45])=[C:43](B2OC(C)(C)C(C)(C)O2)[CH:42]=[N:41]1.C([O-])([O-])=O.[K+].[K+].O.Cl, predict the reaction product. (6) Given the reactants [C:1]([C:3]1[CH:4]=[C:5]([NH:10][C:11](=[O:16])[CH2:12][CH2:13][CH2:14][CH3:15])[CH:6]=[C:7]([F:9])[CH:8]=1)#[N:2].[CH3:17][O:18][C:19]1[CH:20]=[C:21]([CH:24]=[CH:25][CH:26]=1)[CH2:22]Br, predict the reaction product. The product is: [C:1]([C:3]1[CH:4]=[C:5]([N:10]([CH2:22][C:21]2[CH:24]=[CH:25][CH:26]=[C:19]([O:18][CH3:17])[CH:20]=2)[C:11](=[O:16])[CH2:12][CH2:13][CH2:14][CH3:15])[CH:6]=[C:7]([F:9])[CH:8]=1)#[N:2]. (7) Given the reactants [NH2:1][C@@H:2]1[CH2:7][CH2:6][CH2:5][N:4]([C:8]([O:10][C:11]([CH3:14])([CH3:13])[CH3:12])=[O:9])[CH2:3]1.[F:15][C:16]1[CH:17]=[CH:18][C:19]2[N:20]([C:22]([C:25]3[N:30]=[C:29](F)[C:28]([C:32]([F:35])([F:34])[F:33])=[C:27]([O:36][CH3:37])[N:26]=3)=[CH:23][N:24]=2)[CH:21]=1, predict the reaction product. The product is: [F:15][C:16]1[CH:17]=[CH:18][C:19]2[N:20]([C:22]([C:25]3[N:30]=[C:29]([NH:1][C@@H:2]4[CH2:7][CH2:6][CH2:5][N:4]([C:8]([O:10][C:11]([CH3:14])([CH3:13])[CH3:12])=[O:9])[CH2:3]4)[C:28]([C:32]([F:33])([F:34])[F:35])=[C:27]([O:36][CH3:37])[N:26]=3)=[CH:23][N:24]=2)[CH:21]=1.